This data is from Forward reaction prediction with 1.9M reactions from USPTO patents (1976-2016). The task is: Predict the product of the given reaction. (1) Given the reactants [Mg].Br[CH2:3][CH2:4][C:5]1[CH:10]=[CH:9][CH:8]=[CH:7][CH:6]=1.II.C(=O)=O.CC(C)=O.[OH:20][C:21]1[CH:34]=[C:33]2[C:24]([C@@H:25]3[C@@:30]([CH3:35])([CH2:31][CH2:32]2)[CH:29]=[CH:28][C:27](=[O:36])[CH2:26]3)=[CH:23][CH:22]=1, predict the reaction product. The product is: [OH:20][C:21]1[CH:34]=[C:33]2[C:24]([C@@H:25]3[C@@:30]([CH3:35])([CH2:31][CH2:32]2)[C@@H:29]([CH2:3][CH2:4][C:5]2[CH:10]=[CH:9][CH:8]=[CH:7][CH:6]=2)[CH2:28][C:27](=[O:36])[CH2:26]3)=[CH:23][CH:22]=1.[OH:20][C:21]1[CH:34]=[C:33]2[C:24]([C@@H:25]3[C@@:30]([CH3:35])([CH2:31][CH2:32]2)[CH:29]=[CH:28][C:27](=[O:36])[CH2:26]3)=[CH:23][CH:22]=1. (2) Given the reactants [Br:1][C:2]1[CH:3]=[CH:4][C:5](F)=[C:6]([N+:8]([O-:10])=[O:9])[CH:7]=1.[CH3:12][NH:13][CH2:14][CH2:15][OH:16].C([O-])([O-])=O.[K+].[K+], predict the reaction product. The product is: [Br:1][C:2]1[CH:3]=[CH:4][C:5]([N:13]([CH3:12])[CH2:14][CH2:15][OH:16])=[C:6]([N+:8]([O-:10])=[O:9])[CH:7]=1.